This data is from Catalyst prediction with 721,799 reactions and 888 catalyst types from USPTO. The task is: Predict which catalyst facilitates the given reaction. (1) Reactant: Br[C:2]1[C:7]([CH2:8][O:9]COC)=[CH:6][C:5]([N:13]([C:18]2[C:37]([CH:38]3[CH2:40][CH2:39]3)=[CH:36][C:21]3[C:22]([C:32]([NH:34][CH3:35])=[O:33])=[C:23]([C:25]4[CH:30]=[CH:29][C:28]([F:31])=[CH:27][CH:26]=4)[O:24][C:20]=3[CH:19]=2)[S:14]([CH3:17])(=[O:16])=[O:15])=[CH:4][C:3]=1[Cl:41].C([O-])(=O)C.[K+].[B:47]1(B2OC(C)(C)C(C)(C)O2)OC(C)(C)C(C)(C)[O:48]1. Product: [Cl:41][C:3]1[C:2]2[B:47]([OH:48])[O:9][CH2:8][C:7]=2[CH:6]=[C:5]([N:13]([C:18]2[C:37]([CH:38]3[CH2:39][CH2:40]3)=[CH:36][C:21]3[C:22]([C:32]([NH:34][CH3:35])=[O:33])=[C:23]([C:25]4[CH:26]=[CH:27][C:28]([F:31])=[CH:29][CH:30]=4)[O:24][C:20]=3[CH:19]=2)[S:14]([CH3:17])(=[O:15])=[O:16])[CH:4]=1. The catalyst class is: 368. (2) Reactant: [NH2:1][CH2:2][C:3]1[CH:4]=[N:5][C:6]([C:9]([F:12])([F:11])[F:10])=[CH:7][CH:8]=1.C1N=CN([C:18]([N:20]2C=N[CH:22]=[CH:21]2)=[O:19])C=1.NC1C2[O:32][CH2:33][C:34](=[O:36])[NH:35][C:30]=2[CH:29]=[CH:28][CH:27]=1. Product: [O:36]=[C:34]1[NH:35][C:30]2[CH:29]=[CH:28][CH:27]=[C:21]([NH:20][C:18]([NH:1][CH2:2][C:3]3[CH:4]=[N:5][C:6]([C:9]([F:12])([F:10])[F:11])=[CH:7][CH:8]=3)=[O:19])[C:22]=2[O:32][CH2:33]1. The catalyst class is: 118.